Dataset: NCI-60 drug combinations with 297,098 pairs across 59 cell lines. Task: Regression. Given two drug SMILES strings and cell line genomic features, predict the synergy score measuring deviation from expected non-interaction effect. Drug 1: CCN(CC)CCNC(=O)C1=C(NC(=C1C)C=C2C3=C(C=CC(=C3)F)NC2=O)C. Drug 2: C1CN(CCN1C(=O)CCBr)C(=O)CCBr. Cell line: RXF 393. Synergy scores: CSS=2.29, Synergy_ZIP=-1.69, Synergy_Bliss=-0.815, Synergy_Loewe=-2.01, Synergy_HSA=-1.96.